Dataset: Peptide-MHC class I binding affinity with 185,985 pairs from IEDB/IMGT. Task: Regression. Given a peptide amino acid sequence and an MHC pseudo amino acid sequence, predict their binding affinity value. This is MHC class I binding data. (1) The peptide sequence is QSPKKTGMLEM. The MHC is Mamu-A11 with pseudo-sequence Mamu-A11. The binding affinity (normalized) is 0. (2) The binding affinity (normalized) is 0.275. The MHC is HLA-B44:03 with pseudo-sequence HLA-B44:03. The peptide sequence is EDFLLMYEM. (3) The peptide sequence is EYYFRNEVF. The binding affinity (normalized) is 0.246. The MHC is HLA-A26:02 with pseudo-sequence HLA-A26:02. (4) The peptide sequence is LVMAFIAFLR. The MHC is HLA-A31:01 with pseudo-sequence HLA-A31:01. The binding affinity (normalized) is 0.603. (5) The peptide sequence is NQLYLTVSF. The MHC is HLA-A11:01 with pseudo-sequence HLA-A11:01. The binding affinity (normalized) is 0.0847. (6) The peptide sequence is KFFPSSSYR. The MHC is HLA-A02:01 with pseudo-sequence HLA-A02:01. The binding affinity (normalized) is 0.0847. (7) The peptide sequence is YFVPNLKDM. The MHC is HLA-B15:01 with pseudo-sequence HLA-B15:01. The binding affinity (normalized) is 0.213.